Dataset: NCI-60 drug combinations with 297,098 pairs across 59 cell lines. Task: Regression. Given two drug SMILES strings and cell line genomic features, predict the synergy score measuring deviation from expected non-interaction effect. Drug 1: CC1C(C(CC(O1)OC2CC(CC3=C2C(=C4C(=C3O)C(=O)C5=C(C4=O)C(=CC=C5)OC)O)(C(=O)C)O)N)O.Cl. Drug 2: CC1=C(C=C(C=C1)NC(=O)C2=CC=C(C=C2)CN3CCN(CC3)C)NC4=NC=CC(=N4)C5=CN=CC=C5. Cell line: KM12. Synergy scores: CSS=14.1, Synergy_ZIP=-4.09, Synergy_Bliss=-10.6, Synergy_Loewe=-26.2, Synergy_HSA=-12.5.